From a dataset of Forward reaction prediction with 1.9M reactions from USPTO patents (1976-2016). Predict the product of the given reaction. (1) Given the reactants C([O:4][CH2:5][CH2:6][CH2:7][N:8]1[C:13](=[O:14])[C:12]2[N:15]([CH3:29])[C:16]([C:18]3[CH:23]=[CH:22][CH:21]=[C:20]([O:24][C:25]([F:28])([F:27])[F:26])[CH:19]=3)=[CH:17][C:11]=2[N:10]([CH3:30])[C:9]1=[O:31])(=O)C.O[Li].O, predict the reaction product. The product is: [OH:4][CH2:5][CH2:6][CH2:7][N:8]1[C:13](=[O:14])[C:12]2[N:15]([CH3:29])[C:16]([C:18]3[CH:23]=[CH:22][CH:21]=[C:20]([O:24][C:25]([F:28])([F:27])[F:26])[CH:19]=3)=[CH:17][C:11]=2[N:10]([CH3:30])[C:9]1=[O:31]. (2) The product is: [Cl:1][C:2]1[CH:3]=[C:4]([C:8]2[N:9]=[C:10]([N:16]3[C:20]4[CH:21]=[C:22]([O:25][CH2:26][CH:27]([OH:28])[CH2:29][N:36]5[CH2:41][CH2:40][N:43]([CH3:42])[CH2:38][CH2:37]5)[CH:23]=[CH:24][C:19]=4[N:18]=[CH:17]3)[S:11][C:12]=2[C:13]([NH2:15])=[O:14])[CH:5]=[CH:6][CH:7]=1. Given the reactants [Cl:1][C:2]1[CH:3]=[C:4]([C:8]2[N:9]=[C:10]([N:16]3[C:20]4[CH:21]=[C:22]([O:25][CH2:26][CH:27]5[CH2:29][O:28]5)[CH:23]=[CH:24][C:19]=4[N:18]=[CH:17]3)[S:11][C:12]=2[C:13]([NH2:15])=[O:14])[CH:5]=[CH:6][CH:7]=1.C(=O)([O-])[O-].[K+].[K+].[NH:36]1[CH2:41][CH2:40]O[CH2:38][CH2:37]1.[CH3:42][N:43](C)C=O, predict the reaction product. (3) Given the reactants [C:1]([O:5][C:6]([N:8]1[CH2:13][CH2:12][C@H:11]([OH:14])[C@H:10]([CH2:15][O:16][C:17]2[N:18]=[N:19][C:20]([CH2:36][CH2:37][CH2:38][CH3:39])=[C:21]([C:23]3[CH:28]=[CH:27][C:26]([O:29][CH:30]4[CH2:35][CH2:34][CH2:33][CH2:32][CH2:31]4)=[CH:25][CH:24]=3)[CH:22]=2)[CH2:9]1)=[O:7])([CH3:4])([CH3:3])[CH3:2].C1C=CC(P(C2C=CC=CC=2)C2C=CC=CC=2)=CC=1.[N+:59]([C:62]1[CH:70]=[CH:69][C:65]([C:66](O)=[O:67])=[CH:64][CH:63]=1)([O-:61])=[O:60].CC(OC(/N=N/C(OC(C)C)=O)=O)C, predict the reaction product. The product is: [C:1]([O:5][C:6]([N:8]1[CH2:13][CH2:12][C@@H:11]([O:14][C:66](=[O:67])[C:65]2[CH:64]=[CH:63][C:62]([N+:59]([O-:61])=[O:60])=[CH:70][CH:69]=2)[C@H:10]([CH2:15][O:16][C:17]2[N:18]=[N:19][C:20]([CH2:36][CH2:37][CH2:38][CH3:39])=[C:21]([C:23]3[CH:24]=[CH:25][C:26]([O:29][CH:30]4[CH2:35][CH2:34][CH2:33][CH2:32][CH2:31]4)=[CH:27][CH:28]=3)[CH:22]=2)[CH2:9]1)=[O:7])([CH3:4])([CH3:3])[CH3:2].